Dataset: Peptide-MHC class II binding affinity with 134,281 pairs from IEDB. Task: Regression. Given a peptide amino acid sequence and an MHC pseudo amino acid sequence, predict their binding affinity value. This is MHC class II binding data. (1) The binding affinity (normalized) is 0.590. The MHC is DRB1_0101 with pseudo-sequence DRB1_0101. The peptide sequence is VELQIVDKIDAAFKI. (2) The peptide sequence is EPKYFAATQFEPLAA. The MHC is DRB1_0101 with pseudo-sequence DRB1_0101. The binding affinity (normalized) is 0.531. (3) The peptide sequence is FAGAWCVPKVTFTVE. The MHC is HLA-DQA10301-DQB10302 with pseudo-sequence HLA-DQA10301-DQB10302. The binding affinity (normalized) is 0.131. (4) The peptide sequence is LFLLSTRQNVEGSYDGAYAP. The MHC is DRB1_0401 with pseudo-sequence DRB1_0401. The binding affinity (normalized) is 0.0159. (5) The peptide sequence is VGQMLMLVNDRLLDI. The MHC is DRB1_0101 with pseudo-sequence DRB1_0101. The binding affinity (normalized) is 1.00.